From a dataset of Catalyst prediction with 721,799 reactions and 888 catalyst types from USPTO. Predict which catalyst facilitates the given reaction. (1) Reactant: [CH3:1][O:2][CH2:3][C:4](=O)[CH2:5][C:6]([O:8]C)=O.Cl.[C:12](=[NH:17])([NH2:16])[CH2:13][CH2:14][CH3:15].C[O-].[Na+]. Product: [CH3:1][O:2][CH2:3][C:4]1[N:16]=[C:12]([CH2:13][CH2:14][CH3:15])[NH:17][C:6](=[O:8])[CH:5]=1. The catalyst class is: 125. (2) Reactant: [C:1]1([Mg]Br)[CH:6]=[CH:5][CH:4]=[CH:3][CH:2]=1.[F:9][C:10]1[CH:24]=[CH:23][C:13]([C:14]([C:16]2[CH:21]=[CH:20][C:19]([F:22])=[CH:18][CH:17]=2)=[O:15])=[CH:12][CH:11]=1.Cl. Product: [F:9][C:10]1[CH:24]=[CH:23][C:13]([C:14]([C:16]2[CH:21]=[CH:20][C:19]([F:22])=[CH:18][CH:17]=2)([C:1]2[CH:6]=[CH:5][CH:4]=[CH:3][CH:2]=2)[OH:15])=[CH:12][CH:11]=1. The catalyst class is: 282. (3) Reactant: C1CCN2C(=NCCC2)CC1.[C:12]1([CH:18]([CH3:21])[CH:19]=[O:20])[CH:17]=[CH:16][CH:15]=[CH:14][CH:13]=1.[N:22]([C:24]1[CH:29]=[CH:28][CH:27]=[CH:26][CH:25]=1)=[O:23]. Product: [OH:23][N:22]([C:24]1[CH:29]=[CH:28][CH:27]=[CH:26][CH:25]=1)[C:19](=[O:20])[CH:18]([C:12]1[CH:17]=[CH:16][CH:15]=[CH:14][CH:13]=1)[CH3:21]. The catalyst class is: 4. (4) Reactant: C(O)(C(F)(F)F)=O.[CH3:8][O:9][C:10]1[N:15]=[C:14]([C:16]([C:18]2[C:19]3[CH:31]=[CH:30][CH:29]=[CH:28][C:20]=3[S:21][C:22]=2[CH2:23][CH2:24][N:25]([CH3:27])[CH3:26])=[CH2:17])[CH:13]=[CH:12][CH:11]=1. Product: [CH3:8][O:9][C:10]1[N:15]=[C:14]([CH:16]([C:18]2[C:19]3[CH:31]=[CH:30][CH:29]=[CH:28][C:20]=3[S:21][C:22]=2[CH2:23][CH2:24][N:25]([CH3:27])[CH3:26])[CH3:17])[CH:13]=[CH:12][CH:11]=1. The catalyst class is: 19. (5) Reactant: [Cl:1][C:2]1[C:7]([S:8]([N:11]2[CH2:15][CH2:14][CH2:13][CH2:12]2)(=[O:10])=[O:9])=[CH:6][C:5]([C:16]2[NH:17][C:18]([C:30]3[CH:35]=[CH:34][C:33]([Cl:36])=[CH:32][CH:31]=3)([CH3:29])[C:19]([C:22]3[CH:27]=[CH:26][C:25]([Cl:28])=[CH:24][CH:23]=3)([CH3:21])[N:20]=2)=[C:4]([O:37][CH2:38][CH3:39])[CH:3]=1.[C:40](Cl)([Cl:42])=[O:41]. Product: [Cl:1][C:2]1[C:7]([S:8]([N:11]2[CH2:12][CH2:13][CH2:14][CH2:15]2)(=[O:9])=[O:10])=[CH:6][C:5]([C:16]2[N:17]([C:40]([Cl:42])=[O:41])[C:18]([C:30]3[CH:31]=[CH:32][C:33]([Cl:36])=[CH:34][CH:35]=3)([CH3:29])[C:19]([C:22]3[CH:23]=[CH:24][C:25]([Cl:28])=[CH:26][CH:27]=3)([CH3:21])[N:20]=2)=[C:4]([O:37][CH2:38][CH3:39])[CH:3]=1. The catalyst class is: 66. (6) Reactant: [CH3:1][O:2][C:3]1[CH:8]=[CH:7][CH:6]=[C:5]([O:9][CH3:10])[CH:4]=1.[C:11]([N:14]1[CH2:19][CH2:18][CH:17]([C:20](Cl)=[O:21])[CH2:16][CH2:15]1)(=[O:13])[CH3:12].[NH4+].[Cl-].Cl. Product: [CH3:1][O:2][C:3]1[CH:4]=[C:5]([O:9][CH3:10])[CH:6]=[CH:7][C:8]=1[C:20]([CH:17]1[CH2:16][CH2:15][N:14]([C:11](=[O:13])[CH3:12])[CH2:19][CH2:18]1)=[O:21]. The catalyst class is: 388. (7) Reactant: [CH3:1][C:2]1[CH:10]=[CH:9][CH:8]=[C:7]([N+:11]([O-:13])=[O:12])[C:3]=1[CH:4]=NO.Cl.C=[O:16].O. Product: [CH3:1][C:2]1[CH:10]=[CH:9][CH:8]=[C:7]([N+:11]([O-:13])=[O:12])[C:3]=1[CH:4]=[O:16]. The catalyst class is: 7. (8) Reactant: Br[CH2:2][C:3]1[CH:4]=[C:5]([NH:9][C:10]2[N:15]=[C:14]([NH:16][CH2:17][CH2:18][CH2:19][C:20]3[CH:21]=[C:22]([OH:26])[CH:23]=[CH:24][CH:25]=3)[C:13]([Cl:27])=[CH:12][N:11]=2)[CH:6]=[CH:7][CH:8]=1.[OH-].[Na+].Cl. Product: [Cl:27][C:13]1[CH:12]=[N:11][C:10]2=[N:15][C:14]=1[NH:16][CH2:17][CH2:18][CH2:19][C:20]1[CH:21]=[C:22]([O:26][CH2:2][C:3]3[CH:4]=[C:5]([NH:9]2)[CH:6]=[CH:7][CH:8]=3)[CH:23]=[CH:24][CH:25]=1. The catalyst class is: 30. (9) Reactant: C[O:2][C:3](=[O:37])[C:4]1[CH:9]=[CH:8][CH:7]=[C:6]([NH:10][C:11]2[NH:15][C:14]3[CH:16]=[C:17]([N:32]([CH2:35][CH3:36])[CH2:33][CH3:34])[C:18]([C:20](=[O:31])[NH:21][C:22]4[CH:30]=[C:29]5[C:25]([CH:26]=[N:27][NH:28]5)=[CH:24][CH:23]=4)=[CH:19][C:13]=3[N:12]=2)[CH:5]=1.[Li+].[OH-].C(O)(=O)CC(CC(O)=O)(C(O)=O)O. Product: [CH2:35]([N:32]([CH2:33][CH3:34])[C:17]1[C:18]([C:20](=[O:31])[NH:21][C:22]2[CH:30]=[C:29]3[C:25]([CH:26]=[N:27][NH:28]3)=[CH:24][CH:23]=2)=[CH:19][C:13]2[N:12]=[C:11]([NH:10][C:6]3[CH:5]=[C:4]([CH:9]=[CH:8][CH:7]=3)[C:3]([OH:37])=[O:2])[NH:15][C:14]=2[CH:16]=1)[CH3:36]. The catalyst class is: 92.